From a dataset of Reaction yield outcomes from USPTO patents with 853,638 reactions. Predict the reaction yield, written as a fraction of the theoretical maximum amount of product (1.0 means a 100% yield; for example, 0.34 means a 34% yield). (1) The reactants are [H-].C([Al+]CC(C)C)C(C)C.C[O:12][C:13]([C:15]1([OH:38])[CH2:20][C@@H:19]([O:21][Si:22]([C:25]([CH3:28])([CH3:27])[CH3:26])([CH3:24])[CH3:23])[C:18](=[CH2:29])[C@H:17]([O:30][Si:31]([C:34]([CH3:37])([CH3:36])[CH3:35])([CH3:33])[CH3:32])[CH2:16]1)=O. The catalyst is CCOCC. The product is [Si:22]([O:21][C@H:19]1[C:18](=[CH2:29])[C@H:17]([O:30][Si:31]([C:34]([CH3:37])([CH3:36])[CH3:35])([CH3:33])[CH3:32])[CH2:16][C:15]([CH2:13][OH:12])([OH:38])[CH2:20]1)([C:25]([CH3:27])([CH3:28])[CH3:26])([CH3:24])[CH3:23]. The yield is 0.240. (2) The reactants are [CH3:1][C:2]1([CH3:16])[C:6]([CH3:8])([CH3:7])[O:5][B:4]([C:9]2[CH:14]=[CH:13][C:12]([OH:15])=[CH:11][CH:10]=2)[O:3]1.C([O-])([O-])=O.[K+].[K+].[Br:23][CH2:24][CH2:25][CH2:26]Br. The catalyst is CC#N. The product is [Br:23][CH2:24][CH2:25][CH2:26][O:15][C:12]1[CH:13]=[CH:14][C:9]([B:4]2[O:3][C:2]([CH3:16])([CH3:1])[C:6]([CH3:7])([CH3:8])[O:5]2)=[CH:10][CH:11]=1. The yield is 0.860. (3) The reactants are [Cl:1][C:2]1[C:3]([O:12][C:13]2[CH:18]=[C:17]([O:19][CH2:20][CH2:21][O:22][Si:23]([CH:30]([CH3:32])[CH3:31])([CH:27]([CH3:29])[CH3:28])[CH:24]([CH3:26])[CH3:25])[CH:16]=[CH:15][C:14]=2[CH2:33][CH2:34][C:35](OCC)=[O:36])=[N:4][CH:5]=[C:6]([C:8]([F:11])([F:10])[F:9])[CH:7]=1.[H-].C([Al+]CC(C)C)C(C)C. The catalyst is C(OCC)C.C1(C)C=CC=CC=1.[Cl-].[Na+].O. The product is [Cl:1][C:2]1[C:3]([O:12][C:13]2[CH:18]=[C:17]([O:19][CH2:20][CH2:21][O:22][Si:23]([CH:24]([CH3:26])[CH3:25])([CH:30]([CH3:31])[CH3:32])[CH:27]([CH3:29])[CH3:28])[CH:16]=[CH:15][C:14]=2[CH2:33][CH2:34][CH2:35][OH:36])=[N:4][CH:5]=[C:6]([C:8]([F:11])([F:9])[F:10])[CH:7]=1. The yield is 0.770. (4) The catalyst is CN1C(=O)CCC1. The product is [Cl:17][C:14]1[CH:13]=[N:12][CH:11]=[C:10]([Cl:9])[C:15]=1[N:6]1[CH2:7][CH2:8][N:3]([CH2:1][CH3:2])[CH2:4][CH2:5]1. The yield is 0.660. The reactants are [CH2:1]([N:3]1[CH2:8][CH2:7][NH:6][CH2:5][CH2:4]1)[CH3:2].[Cl:9][C:10]1[CH:11]=[N:12][CH:13]=[C:14]([Cl:17])[C:15]=1Cl.C(N(CC)CC)C. (5) The reactants are [H-].[Na+].[F:3][C:4]1[C:9]([C:10]2[NH:11][CH:12]=[CH:13][C:14]=2[F:15])=[CH:8][CH:7]=[CH:6][N:5]=1.C1OCCOCCOCCOCCOC1.FC(F)(F)S(O[Si:37]([CH:44]([CH3:46])[CH3:45])([CH:41]([CH3:43])[CH3:42])[CH:38]([CH3:40])[CH3:39])(=O)=O. The catalyst is O1CCCC1. The product is [F:3][C:4]1[C:9]([C:10]2[N:11]([Si:37]([CH:44]([CH3:46])[CH3:45])([CH:41]([CH3:43])[CH3:42])[CH:38]([CH3:40])[CH3:39])[CH:12]=[CH:13][C:14]=2[F:15])=[CH:8][CH:7]=[CH:6][N:5]=1. The yield is 0.980. (6) The reactants are [CH2:1]([C:3]1[CH:4]=[CH:5][C:6]([CH:9]=[CH2:10])=[N:7][CH:8]=1)[CH3:2].BrN1C(=[O:17])CCC1=O.[OH-].[Na+].[OH:21][C:22]1[CH:29]=[CH:28][C:25]([CH:26]=[O:27])=[CH:24][CH:23]=1. The catalyst is C1(C)C=CC=CC=1.O.C(O)(C)(C)C. The product is [CH2:1]([C:3]1[CH:4]=[CH:5][C:6]([CH:9]([OH:17])[CH2:10][O:21][C:22]2[CH:29]=[CH:28][C:25]([CH:26]=[O:27])=[CH:24][CH:23]=2)=[N:7][CH:8]=1)[CH3:2]. The yield is 0.830.